Dataset: Reaction yield outcomes from USPTO patents with 853,638 reactions. Task: Predict the reaction yield, written as a fraction of the theoretical maximum amount of product (1.0 means a 100% yield; for example, 0.34 means a 34% yield). (1) The reactants are C([O:8][C:9]1[CH:19]=[CH:18][C:12]2[C:13]([CH3:17])([CH3:16])[CH2:14][O:15][C:11]=2[CH:10]=1)C1C=CC=CC=1.[H][H]. The catalyst is CO.[Pd]. The product is [CH3:16][C:13]1([CH3:17])[C:12]2[CH:18]=[CH:19][C:9]([OH:8])=[CH:10][C:11]=2[O:15][CH2:14]1. The yield is 0.740. (2) The reactants are Cl[C:2]1[C:10]2[C:5](=[CH:6][CH:7]=[CH:8][CH:9]=2)[N:4]([S:11]([C:14]2[CH:30]=[CH:29][C:17]([C:18]([NH:20][CH2:21][C:22]3[CH:27]=[CH:26][C:25]([F:28])=[CH:24][CH:23]=3)=[O:19])=[CH:16][CH:15]=2)(=[O:13])=[O:12])[N:3]=1.[NH:31]1[CH2:36][CH2:35][O:34][CH2:33][CH2:32]1. The catalyst is CCOC(C)=O. The product is [F:28][C:25]1[CH:26]=[CH:27][C:22]([CH2:21][NH:20][C:18](=[O:19])[C:17]2[CH:29]=[CH:30][C:14]([S:11]([N:4]3[C:5]4[C:10](=[CH:9][CH:8]=[CH:7][CH:6]=4)[C:2]([N:31]4[CH2:36][CH2:35][O:34][CH2:33][CH2:32]4)=[N:3]3)(=[O:13])=[O:12])=[CH:15][CH:16]=2)=[CH:23][CH:24]=1. The yield is 0.340. (3) The product is [CH3:12][O:13][C:14]([C@@H:16]1[CH2:20][C@@H:19]([O:21][Si:39]([C:36]([CH3:38])([CH3:37])[CH3:35])([CH3:41])[CH3:40])[CH2:18][N:17]1[S:22]([C:25]1[CH:34]=[CH:33][C:32]2[C:27](=[CH:28][CH:29]=[CH:30][CH:31]=2)[CH:26]=1)(=[O:24])=[O:23])=[O:15]. The catalyst is C(#N)C. The yield is 0.900. The reactants are C1CCN2C(=NCCC2)CC1.[CH3:12][O:13][C:14]([C@@H:16]1[CH2:20][C@@H:19]([OH:21])[CH2:18][N:17]1[S:22]([C:25]1[CH:34]=[CH:33][C:32]2[C:27](=[CH:28][CH:29]=[CH:30][CH:31]=2)[CH:26]=1)(=[O:24])=[O:23])=[O:15].[CH3:35][C:36]([Si:39](Cl)([CH3:41])[CH3:40])([CH3:38])[CH3:37]. (4) The reactants are [I:1][C:2]1[CH:3]=[C:4]2[C:8](=[CH:9][CH:10]=1)[N:7]([C:11]1[CH:19]=[CH:18][C:14]([C:15](O)=[O:16])=[CH:13][CH:12]=1)[N:6]=[CH:5]2. The catalyst is C1COCC1. The product is [I:1][C:2]1[CH:3]=[C:4]2[C:8](=[CH:9][CH:10]=1)[N:7]([C:11]1[CH:19]=[CH:18][C:14]([CH2:15][OH:16])=[CH:13][CH:12]=1)[N:6]=[CH:5]2. The yield is 0.710. (5) The reactants are Cl[C:2]1[CH:7]=[C:6]([CH3:8])[C:5]([C:9]2[CH:10]=[CH:11][C:12]([C:15]3[CH:20]=[CH:19][C:18]([F:21])=[CH:17][C:16]=3[F:22])=[N:13][CH:14]=2)=[C:4]([CH3:23])[CH:3]=1.[CH3:24][C:25]1([CH3:41])[C:29]([CH3:31])([CH3:30])[O:28][B:27]([B:27]2[O:28][C:29]([CH3:31])([CH3:30])[C:25]([CH3:41])([CH3:24])[O:26]2)[O:26]1.C([O-])(=O)C.[K+].O1CCOCC1. The catalyst is O.C1C=CC(/C=C/C(/C=C/C2C=CC=CC=2)=O)=CC=1.C1C=CC(/C=C/C(/C=C/C2C=CC=CC=2)=O)=CC=1.C1C=CC(/C=C/C(/C=C/C2C=CC=CC=2)=O)=CC=1.[Pd].[Pd].C1(P(C2CCCCC2)C2CCCCC2)CCCCC1. The product is [F:22][C:16]1[CH:17]=[C:18]([F:21])[CH:19]=[CH:20][C:15]=1[C:12]1[CH:11]=[CH:10][C:9]([C:5]2[C:6]([CH3:8])=[CH:7][C:2]([B:27]3[O:28][C:29]([CH3:31])([CH3:30])[C:25]([CH3:41])([CH3:24])[O:26]3)=[CH:3][C:4]=2[CH3:23])=[CH:14][N:13]=1. The yield is 0.860. (6) The reactants are [N:1]([C@@H:4]1[C@@H:79]([CH3:80])[O:78][C@H:7]([O:8][C@H:9]2[O:73][C@H:72]([CH3:74])[C@@H:71]([N:75]=[N+:76]=[N-:77])[C@H:62]([O:63][CH2:64][C:65]3[CH:70]=[CH:69][CH:68]=[CH:67][CH:66]=3)[C@@H:10]2[O:11][C@H:12]2[O:57][C@H:56]([CH3:58])[C@@H:55]([N:59]=[N+:60]=[N-:61])[C@H:46]([O:47][CH2:48][C:49]3[CH:54]=[CH:53][CH:52]=[CH:51][CH:50]=3)[C@@H:13]2[O:14][C@@:15]2([CH2:37][CH2:38][CH2:39][CH2:40][CH2:41][C:42]([O:44][CH3:45])=[O:43])[O:32][C@H:31]([CH3:33])[C@@H:30]([N:34]=[N+:35]=[N-:36])[C@H:21]([O:22][CH2:23][C:24]3[CH:29]=[CH:28][CH:27]=[CH:26][CH:25]=3)[C@@H:16]2[O:17]C(=O)C)[C@@H:6]([OH:81])[C@H:5]1[O:82][CH2:83][C:84]1[CH:89]=[CH:88][CH:87]=[CH:86][CH:85]=1)=[N+:2]=[N-:3].C[O-].[Na+]. The catalyst is CO. The product is [N:1]([C@@H:4]1[C@@H:79]([CH3:80])[O:78][C@H:7]([O:8][C@H:9]2[O:73][C@H:72]([CH3:74])[C@@H:71]([N:75]=[N+:76]=[N-:77])[C@H:62]([O:63][CH2:64][C:65]3[CH:66]=[CH:67][CH:68]=[CH:69][CH:70]=3)[C@@H:10]2[O:11][C@H:12]2[O:57][C@H:56]([CH3:58])[C@@H:55]([N:59]=[N+:60]=[N-:61])[C@H:46]([O:47][CH2:48][C:49]3[CH:50]=[CH:51][CH:52]=[CH:53][CH:54]=3)[C@@H:13]2[O:14][C@@:15]2([CH2:37][CH2:38][CH2:39][CH2:40][CH2:41][C:42]([O:44][CH3:45])=[O:43])[O:32][C@H:31]([CH3:33])[C@@H:30]([N:34]=[N+:35]=[N-:36])[C@H:21]([O:22][CH2:23][C:24]3[CH:25]=[CH:26][CH:27]=[CH:28][CH:29]=3)[C@@H:16]2[OH:17])[C@@H:6]([OH:81])[C@H:5]1[O:82][CH2:83][C:84]1[CH:89]=[CH:88][CH:87]=[CH:86][CH:85]=1)=[N+:2]=[N-:3]. The yield is 0.840.